From a dataset of NCI-60 drug combinations with 297,098 pairs across 59 cell lines. Regression. Given two drug SMILES strings and cell line genomic features, predict the synergy score measuring deviation from expected non-interaction effect. (1) Cell line: KM12. Drug 1: C1=NC(=NC(=O)N1C2C(C(C(O2)CO)O)O)N. Drug 2: CN(CC1=CN=C2C(=N1)C(=NC(=N2)N)N)C3=CC=C(C=C3)C(=O)NC(CCC(=O)O)C(=O)O. Synergy scores: CSS=24.1, Synergy_ZIP=4.09, Synergy_Bliss=7.66, Synergy_Loewe=-34.9, Synergy_HSA=4.66. (2) Drug 1: CCC(=C(C1=CC=CC=C1)C2=CC=C(C=C2)OCCN(C)C)C3=CC=CC=C3.C(C(=O)O)C(CC(=O)O)(C(=O)O)O. Drug 2: C1C(C(OC1N2C=NC(=NC2=O)N)CO)O. Cell line: HOP-92. Synergy scores: CSS=-2.30, Synergy_ZIP=0.623, Synergy_Bliss=2.14, Synergy_Loewe=-10.1, Synergy_HSA=-4.45. (3) Drug 1: CN1C2=C(C=C(C=C2)N(CCCl)CCCl)N=C1CCCC(=O)O.Cl. Drug 2: C1=NNC2=C1C(=O)NC=N2. Cell line: TK-10. Synergy scores: CSS=2.34, Synergy_ZIP=-0.0594, Synergy_Bliss=1.02, Synergy_Loewe=-0.297, Synergy_HSA=-0.0255. (4) Drug 1: CC1=C2C(C(=O)C3(C(CC4C(C3C(C(C2(C)C)(CC1OC(=O)C(C(C5=CC=CC=C5)NC(=O)OC(C)(C)C)O)O)OC(=O)C6=CC=CC=C6)(CO4)OC(=O)C)OC)C)OC. Drug 2: COCCOC1=C(C=C2C(=C1)C(=NC=N2)NC3=CC=CC(=C3)C#C)OCCOC.Cl. Cell line: BT-549. Synergy scores: CSS=53.0, Synergy_ZIP=5.20, Synergy_Bliss=5.23, Synergy_Loewe=-25.7, Synergy_HSA=4.85. (5) Drug 1: C1C(C(OC1N2C=NC3=C(N=C(N=C32)Cl)N)CO)O. Drug 2: C1=NC(=NC(=O)N1C2C(C(C(O2)CO)O)O)N. Cell line: NCI-H226. Synergy scores: CSS=30.6, Synergy_ZIP=-7.18, Synergy_Bliss=2.26, Synergy_Loewe=-0.198, Synergy_HSA=0.918. (6) Drug 1: C1CC(C1)(C(=O)O)C(=O)O.[NH2-].[NH2-].[Pt+2]. Drug 2: C1CN(CCN1C(=O)CCBr)C(=O)CCBr. Cell line: KM12. Synergy scores: CSS=22.6, Synergy_ZIP=-5.94, Synergy_Bliss=-0.229, Synergy_Loewe=-2.31, Synergy_HSA=0.964. (7) Drug 1: C1=CC(=CC=C1C#N)C(C2=CC=C(C=C2)C#N)N3C=NC=N3. Drug 2: CN1C2=C(C=C(C=C2)N(CCCl)CCCl)N=C1CCCC(=O)O.Cl. Cell line: A549. Synergy scores: CSS=0.612, Synergy_ZIP=0.599, Synergy_Bliss=1.93, Synergy_Loewe=-0.410, Synergy_HSA=0.0487. (8) Drug 1: COC1=C(C=C2C(=C1)N=CN=C2NC3=CC(=C(C=C3)F)Cl)OCCCN4CCOCC4. Drug 2: CC=C1C(=O)NC(C(=O)OC2CC(=O)NC(C(=O)NC(CSSCCC=C2)C(=O)N1)C(C)C)C(C)C. Cell line: MDA-MB-231. Synergy scores: CSS=57.1, Synergy_ZIP=11.8, Synergy_Bliss=13.4, Synergy_Loewe=9.72, Synergy_HSA=14.9.